Dataset: Forward reaction prediction with 1.9M reactions from USPTO patents (1976-2016). Task: Predict the product of the given reaction. Given the reactants [NH2:1][C:2]1[CH:11]=[C:10]2[C:5]([CH:6]=[C:7]([C:13]3[CH:18]=[CH:17][CH:16]=[CH:15][C:14]=3[C:19]([F:22])([F:21])[F:20])[NH:8][C:9]2=[O:12])=[CH:4][CH:3]=1.[CH2:23]1OC(O)C[O:25][CH:24]1O.C([BH3-])#N.[Na+].C(=O)(O)[O-].[Na+], predict the reaction product. The product is: [OH:25][CH2:24][CH2:23][NH:1][C:2]1[CH:11]=[C:10]2[C:5]([CH:6]=[C:7]([C:13]3[CH:18]=[CH:17][CH:16]=[CH:15][C:14]=3[C:19]([F:22])([F:20])[F:21])[NH:8][C:9]2=[O:12])=[CH:4][CH:3]=1.